From a dataset of Peptide-MHC class I binding affinity with 185,985 pairs from IEDB/IMGT. Regression. Given a peptide amino acid sequence and an MHC pseudo amino acid sequence, predict their binding affinity value. This is MHC class I binding data. The peptide sequence is AIMFFPRTI. The MHC is HLA-A32:01 with pseudo-sequence HLA-A32:01. The binding affinity (normalized) is 0.989.